Predict the reaction yield, written as a fraction of the theoretical maximum amount of product (1.0 means a 100% yield; for example, 0.34 means a 34% yield). From a dataset of Reaction yield outcomes from USPTO patents with 853,638 reactions. The reactants are Br[C:2]1[CH:3]=[C:4]2[C:11]3([O:15][N:14]([CH3:16])[C:13]([NH2:17])=[N:12]3)[CH2:10][CH:9]([CH:18]3[CH2:23][CH2:22][CH2:21][O:20][CH2:19]3)[O:8][C:5]2=[CH:6][CH:7]=1.[F:24][C:25]1[CH:26]=[C:27](B(O)O)[CH:28]=[CH:29][CH:30]=1. The catalyst is O1CCOCC1.C([O-])([O-])=O.[Cs+].[Cs+].Cl[Pd](Cl)([P](C1C=CC=CC=1)(C1C=CC=CC=1)C1C=CC=CC=1)[P](C1C=CC=CC=1)(C1C=CC=CC=1)C1C=CC=CC=1. The product is [F:24][C:25]1[CH:30]=[C:29]([C:2]2[CH:3]=[C:4]3[C:11]4([O:15][N:14]([CH3:16])[C:13]([NH2:17])=[N:12]4)[CH2:10][CH:9]([CH:18]4[CH2:23][CH2:22][CH2:21][O:20][CH2:19]4)[O:8][C:5]3=[CH:6][CH:7]=2)[CH:28]=[CH:27][CH:26]=1. The yield is 0.100.